Dataset: Buchwald-Hartwig C-N cross coupling reaction yields with 55,370 reactions. Task: Predict the reaction yield, written as a fraction of the theoretical maximum amount of product (1.0 means a 100% yield; for example, 0.34 means a 34% yield). (1) The reactants are Ic1cccnc1.Cc1ccc(N)cc1.O=S(=O)(O[Pd]1c2ccccc2-c2ccccc2N~1)C(F)(F)F.COc1ccc(OC)c(P([C@]23C[C@H]4C[C@H](C[C@H](C4)C2)C3)[C@]23C[C@H]4C[C@H](C[C@H](C4)C2)C3)c1-c1c(C(C)C)cc(C(C)C)cc1C(C)C.CN1CCCN2CCCN=C12.COC(=O)c1ccno1. No catalyst specified. The product is Cc1ccc(Nc2cccnc2)cc1. The yield is 0.640. (2) The product is COc1ccc(Nc2ccc(C)cc2)cc1. No catalyst specified. The yield is 0. The reactants are COc1ccc(Cl)cc1.Cc1ccc(N)cc1.O=S(=O)(O[Pd]1c2ccccc2-c2ccccc2N~1)C(F)(F)F.CC(C)c1cc(C(C)C)c(-c2ccccc2P(C2CCCCC2)C2CCCCC2)c(C(C)C)c1.CN1CCCN2CCCN=C12.c1ccc2nocc2c1. (3) The reactants are Ic1ccccn1.Cc1ccc(N)cc1.O=S(=O)(O[Pd]1c2ccccc2-c2ccccc2N~1)C(F)(F)F.CC(C)c1cc(C(C)C)c(-c2ccccc2P(C2CCCCC2)C2CCCCC2)c(C(C)C)c1.CCN=P(N=P(N(C)C)(N(C)C)N(C)C)(N(C)C)N(C)C.c1ccc(-c2ccno2)cc1. No catalyst specified. The product is Cc1ccc(Nc2ccccn2)cc1. The yield is 0.196. (4) The reactants are COc1ccc(I)cc1.Cc1ccc(N)cc1.O=S(=O)(O[Pd]1c2ccccc2-c2ccccc2N~1)C(F)(F)F.COc1ccc(OC)c(P([C@]23C[C@H]4C[C@H](C[C@H](C4)C2)C3)[C@]23C[C@H]4C[C@H](C[C@H](C4)C2)C3)c1-c1c(C(C)C)cc(C(C)C)cc1C(C)C.CN(C)C(=NC(C)(C)C)N(C)C.CCOC(=O)c1cc(C)no1. No catalyst specified. The product is COc1ccc(Nc2ccc(C)cc2)cc1. The yield is 0.439. (5) The reactants are FC(F)(F)c1ccc(Cl)cc1.Cc1ccc(N)cc1.O=S(=O)(O[Pd]1c2ccccc2-c2ccccc2N~1)C(F)(F)F.COc1ccc(OC)c(P([C@]23C[C@H]4C[C@H](C[C@H](C4)C2)C3)[C@]23C[C@H]4C[C@H](C[C@H](C4)C2)C3)c1-c1c(C(C)C)cc(C(C)C)cc1C(C)C.CCN=P(N=P(N(C)C)(N(C)C)N(C)C)(N(C)C)N(C)C.COC(=O)c1cc(-c2cccs2)on1. No catalyst specified. The product is Cc1ccc(Nc2ccc(C(F)(F)F)cc2)cc1. The yield is 0.0116. (6) The reactants are COc1ccc(I)cc1.Cc1ccc(N)cc1.O=S(=O)(O[Pd]1c2ccccc2-c2ccccc2N~1)C(F)(F)F.CC(C)c1cc(C(C)C)c(-c2ccccc2P(C2CCCCC2)C2CCCCC2)c(C(C)C)c1.CN(C)C(=NC(C)(C)C)N(C)C.CCOC(=O)c1cc(OC)no1. No catalyst specified. The product is COc1ccc(Nc2ccc(C)cc2)cc1. The yield is 0.170. (7) The reactants are CCc1ccc(Br)cc1.Cc1ccc(N)cc1.O=S(=O)(O[Pd]1c2ccccc2-c2ccccc2N~1)C(F)(F)F.COc1ccc(OC)c(P([C@]23C[C@H]4C[C@H](C[C@H](C4)C2)C3)[C@]23C[C@H]4C[C@H](C[C@H](C4)C2)C3)c1-c1c(C(C)C)cc(C(C)C)cc1C(C)C.CCN=P(N=P(N(C)C)(N(C)C)N(C)C)(N(C)C)N(C)C.c1ccc(CN(Cc2ccccc2)c2ccon2)cc1. No catalyst specified. The product is CCc1ccc(Nc2ccc(C)cc2)cc1. The yield is 0.709. (8) The reactants are CCc1ccc(Cl)cc1.Cc1ccc(N)cc1.O=S(=O)(O[Pd]1c2ccccc2-c2ccccc2N~1)C(F)(F)F.COc1ccc(OC)c(P(C(C)(C)C)C(C)(C)C)c1-c1c(C(C)C)cc(C(C)C)cc1C(C)C.CN1CCCN2CCCN=C12.Cc1cc(C)on1. No catalyst specified. The product is CCc1ccc(Nc2ccc(C)cc2)cc1. The yield is 0.0718. (9) The reactants are FC(F)(F)c1ccc(I)cc1.Cc1ccc(N)cc1.O=S(=O)(O[Pd]1c2ccccc2-c2ccccc2N~1)C(F)(F)F.CC(C)c1cc(C(C)C)c(-c2ccccc2P(C2CCCCC2)C2CCCCC2)c(C(C)C)c1.CN(C)C(=NC(C)(C)C)N(C)C.c1ccc2oncc2c1. No catalyst specified. The product is Cc1ccc(Nc2ccc(C(F)(F)F)cc2)cc1. The yield is 0.266.